Dataset: Forward reaction prediction with 1.9M reactions from USPTO patents (1976-2016). Task: Predict the product of the given reaction. (1) Given the reactants O=[C:2]([CH3:6])[C:3](=[S:5])[NH2:4].[Br:7][C:8]1[CH:9]=[C:10]2[C:20](=[CH:21][CH:22]=1)[O:19][C:13]1([CH2:18][CH2:17][CH2:16][O:15][CH2:14]1)[CH2:12][C:11]2=[NH:23], predict the reaction product. The product is: [Br:7][C:8]1[CH:9]=[C:10]2[C:20](=[CH:21][CH:22]=1)[O:19][C:13]1([CH2:18][CH2:17][CH2:16][O:15][CH2:14]1)[CH2:12][C:11]12[NH:4][C:3](=[S:5])[C:2]([CH3:6])=[N:23]1. (2) The product is: [CH3:11][N:8]1[C:7]([CH2:12][N:13]2[CH2:14][CH2:15][C:16]3([O:20][CH2:19][CH2:18][CH2:17]3)[CH2:21][CH2:22]2)=[N:6][C:5]2[C:9]1=[N:10][C:2]([N:31]1[C:32]3[CH:38]=[CH:37][CH:36]=[CH:35][C:33]=3[N:34]=[C:30]1[CH3:29])=[N:3][C:4]=2[N:23]1[CH2:24][CH2:25][O:26][CH2:27][CH2:28]1. Given the reactants Cl[C:2]1[N:10]=[C:9]2[C:5]([N:6]=[C:7]([CH2:12][N:13]3[CH2:22][CH2:21][C:16]4([O:20][CH2:19][CH2:18][CH2:17]4)[CH2:15][CH2:14]3)[N:8]2[CH3:11])=[C:4]([N:23]2[CH2:28][CH2:27][O:26][CH2:25][CH2:24]2)[N:3]=1.[CH3:29][C:30]1[NH:31][C:32]2[CH:38]=[CH:37][CH:36]=[CH:35][C:33]=2[N:34]=1, predict the reaction product.